This data is from Catalyst prediction with 721,799 reactions and 888 catalyst types from USPTO. The task is: Predict which catalyst facilitates the given reaction. (1) Reactant: [Br-].[O:2]=[C:3]([C:10]1[CH:15]=[CH:14][CH:13]=[CH:12][CH:11]=1)[CH2:4][S+:5]1[CH2:9][CH2:8][CH2:7][CH2:6]1.C(#N)C.[F:19][C:20]([F:47])([F:46])[C:21]([F:45])([F:44])[C:22]([F:43])([F:42])[C:23]([F:41])([F:40])[C:24]([F:39])([F:38])[C:25]([F:37])([F:36])[C:26]([F:35])([F:34])[C:27]([F:33])([F:32])[S:28]([O-:31])(=[O:30])=[O:29].[K+].C(Cl)(Cl)Cl. Product: [F:47][C:20]([F:19])([F:46])[C:21]([F:44])([F:45])[C:22]([F:42])([F:43])[C:23]([F:40])([F:41])[C:24]([F:38])([F:39])[C:25]([F:36])([F:37])[C:26]([F:35])([F:34])[C:27]([F:33])([F:32])[S:28]([O-:31])(=[O:30])=[O:29].[O:2]=[C:3]([C:10]1[CH:15]=[CH:14][CH:13]=[CH:12][CH:11]=1)[CH2:4][S+:5]1[CH2:6][CH2:7][CH2:8][CH2:9]1. The catalyst class is: 310. (2) Reactant: [CH:1]([CH:3]([CH:6]([CH3:8])[CH3:7])[C:4]#[N:5])=O.O.[NH2:10][NH2:11].C(O)(=O)C. Product: [CH:6]([C:3]1[C:4]([NH2:5])=[N:10][NH:11][CH:1]=1)([CH3:8])[CH3:7]. The catalyst class is: 8. (3) Reactant: [Br:1][CH:2]([C:6]1[C:7]([Cl:12])=[N:8][CH:9]=[CH:10][CH:11]=1)[C:3]([OH:5])=[O:4].S(=O)(=O)(O)O.[C:18]([O-])(O)=O.[Na+]. Product: [Br:1][CH:2]([C:6]1[C:7]([Cl:12])=[N:8][CH:9]=[CH:10][CH:11]=1)[C:3]([O:5][CH3:18])=[O:4]. The catalyst class is: 5. (4) Reactant: [NH2:1][C:2]1[C:10]([Br:11])=[C:9]2[C:5]([CH2:6][CH2:7][C:8]2=[O:12])=[CH:4][CH:3]=1.[C:13]1([S:19](Cl)(=[O:21])=[O:20])[CH:18]=[CH:17][CH:16]=[CH:15][CH:14]=1. Product: [Br:11][C:10]1[C:2]([NH:1][S:19]([C:13]2[CH:18]=[CH:17][CH:16]=[CH:15][CH:14]=2)(=[O:21])=[O:20])=[CH:3][CH:4]=[C:5]2[C:9]=1[C:8](=[O:12])[CH2:7][CH2:6]2. The catalyst class is: 298. (5) Reactant: [Cl:1][C:2]1[N:3]=[C:4]2[C:9](=[CH:10][CH:11]=1)[N:8]=[CH:7][C:6]([C:12]([O:14][CH2:15][CH3:16])=[O:13])=[C:5]2[OH:17].[C:18](=O)([O-])[O-].[K+].[K+].IC.O. Product: [Cl:1][C:2]1[N:3]=[C:4]2[C:9](=[CH:10][CH:11]=1)[N:8]([CH3:18])[CH:7]=[C:6]([C:12]([O:14][CH2:15][CH3:16])=[O:13])[C:5]2=[O:17]. The catalyst class is: 3. (6) Reactant: [O:1]1[CH:5]=[CH:4][C:3]([C:6]([CH:8]2[CH2:14][CH2:13][CH2:12][C:11]3[CH:15]=[C:16]([N:19]4[CH2:23][C@H:22]([CH2:24][NH:25][C:26](=[O:28])[CH3:27])[O:21][C:20]4=[O:29])[CH:17]=[CH:18][C:10]=3[C:9]2=O)=O)=[CH:2]1.O.[NH2:32][NH2:33]. Product: [O:1]1[CH:5]=[CH:4][C:3]([C:6]2[C:8]3[CH2:14][CH2:13][CH2:12][C:11]4[CH:15]=[C:16]([N:19]5[CH2:23][C@H:22]([CH2:24][NH:25][C:26](=[O:28])[CH3:27])[O:21][C:20]5=[O:29])[CH:17]=[CH:18][C:10]=4[C:9]=3[NH:33][N:32]=2)=[CH:2]1. The catalyst class is: 8.